From a dataset of Catalyst prediction with 721,799 reactions and 888 catalyst types from USPTO. Predict which catalyst facilitates the given reaction. Reactant: [Br:1][C:2]1[C:3]([C:14]([O:16]CC)=O)=[N:4][O:5][C:6]=1[C:7]1[CH:12]=[CH:11][C:10]([Cl:13])=[CH:9][CH:8]=1.[CH:19]1([NH2:24])[CH2:23][CH2:22][CH2:21][CH2:20]1. Product: [Br:1][C:2]1[C:3]([C:14]([NH:24][CH:19]2[CH2:23][CH2:22][CH2:21][CH2:20]2)=[O:16])=[N:4][O:5][C:6]=1[C:7]1[CH:8]=[CH:9][C:10]([Cl:13])=[CH:11][CH:12]=1. The catalyst class is: 8.